This data is from Peptide-MHC class I binding affinity with 185,985 pairs from IEDB/IMGT. The task is: Regression. Given a peptide amino acid sequence and an MHC pseudo amino acid sequence, predict their binding affinity value. This is MHC class I binding data. (1) The peptide sequence is HTIQNGDYF. The MHC is H-2-Db with pseudo-sequence H-2-Db. The binding affinity (normalized) is 0.851. (2) The peptide sequence is LTDAVKVMDL. The MHC is HLA-A02:01 with pseudo-sequence HLA-A02:01. The binding affinity (normalized) is 0.0472. (3) The peptide sequence is RVLYDEFVTI. The MHC is HLA-A02:02 with pseudo-sequence HLA-A02:02. The binding affinity (normalized) is 0.535. (4) The peptide sequence is AVFKDSFLRK. The MHC is HLA-A68:01 with pseudo-sequence HLA-A68:01. The binding affinity (normalized) is 0.701. (5) The peptide sequence is TSTVEEQIQW. The MHC is HLA-B07:02 with pseudo-sequence HLA-B07:02. The binding affinity (normalized) is 0. (6) The peptide sequence is IIIPFIAYFV. The MHC is H-2-Ld with pseudo-sequence H-2-Ld. The binding affinity (normalized) is 0.